This data is from Experimentally validated miRNA-target interactions with 360,000+ pairs, plus equal number of negative samples. The task is: Binary Classification. Given a miRNA mature sequence and a target amino acid sequence, predict their likelihood of interaction. (1) The miRNA is hsa-miR-30e-5p with sequence UGUAAACAUCCUUGACUGGAAG. The protein sequence of the target gene is MAAVKTLNPKAEVARAQAALAVNISAARGLQDVLRTNLGPKGTMKMLVSGAGDIKLTKDGNVLLHEMQIQHPTASLIAKVATAQDDITGDGTTSNVLIIGELLKQADLYISEGLHPRIITEGFEAAKEKALQFLEEVKVSREMDRETLIDVARTSLRTKVHAELADVLTEAVVDSILAIKKQDEPIDLFMIEIMEMKHKSETDTSLIRGLVLDHGARHPDMKKRVEDAYILTCNVSLEYEKTEVNSGFFYKSAEEREKLVKAERKFIEDRVKKIIELKRKVCGDSDKGFVVINQKGIDPF.... Result: 1 (interaction). (2) The miRNA is mmu-miR-377-3p with sequence AUCACACAAAGGCAACUUUUGU. The protein sequence of the target gene is MASSASLETMVPPACPRAGASPATSKTLAFSIERIMAKTSEPRAPFEPRPAALEADSSQSKKLLNLCSPLPCMIPLQPLGYEVPSKTLLSYSEFWKSSLRAGGGGGGGSGGGAPVCGASGLCKTNCGVCCKAELGLAPSALPAGRVIKPQVINQAVGLPASGSLYYFNYLDSTAYPPSELLGGHLFPSGLLNAQAPTSLAAHPKLFLLENAKLASLAADKFPHPASYPHKERLHAPLEQVLKENSALTAERGGVKSHSKLPGGSTDSKPKNFTCEVCGKVFNAHYNLTRHMPVHTGARPF.... Result: 1 (interaction). (3) The miRNA is hsa-miR-663a with sequence AGGCGGGGCGCCGCGGGACCGC. The protein sequence of the target gene is MAEDSESAASQQSLELDDQDTCGIDGDNEEETEHAKGSPGGDLGAKKKKKKQKRKKEKPNSGGTKSDSASDSQEIKIQQSSKHNAIWQQISAGAAMGGDTMEGEWIDLRMYHKNPTIPIQKLQDIQRAMELLSACQGPARNIDEATKRRYQFWDTQPVPKLNEVITSHGAIEPDKDNIRQEPYSLPQGFMWDTLDLSNAEVLKELYTLLNENYVEDDDNMFRFDYSPEFLLWALRPPGWLLQWHCGVRVSSNKKLVGFISAIPANIRIYDSVKRMVEINFLCVHKKLRSKRVAPVLIREI.... Result: 0 (no interaction). (4) The miRNA is hsa-miR-5195-5p with sequence AACCCCUAAGGCAACUGGAUGG. The protein sequence of the target gene is MALLSRPALTLLLLLMAAVVRCQEQAQTTDWRATLKTIRNGVHKIDTYLNAALDLLGGEDGLCQYKCSDGSKPFPRYGYKPSPPNGCGSPLFGVHLNIGIPSLTKCCNQHDRCYETCGKSKNDCDEEFQYCLSKICRDVQKTLGLTQHVQACETTVELLFDSVIHLGCKPYLDSQRAACRCHYEEKTDL. Result: 0 (no interaction). (5) The protein sequence of the target gene is MPLRDETLREVWASDSGHEEESLSPEAPRRPKQRPAPAQRLRKKRTEAPESPCPTGSKPRKPGAGRTGRPREEPSPDPAQARAPQTVYARFLRDPEAKKRDPRETFLVARAPDAEDEEEEEEEDEEDEEEEAEEKKEKILLPPKKPLREKSSADLKERRAKAQGPRGDLGSPDPPPKPLRVRNKEAPAGEGTKMRKTKKKGSGEADKDPSGSPASARKSPAAMFLVGEGSPDKKALKKKGTPKGARKEEEEEEEAATVIKKSNQKGKAKGKGKKKAKEERAPSPPVEVDEPREFVLRPAP.... The miRNA is hsa-miR-5692c with sequence AAUAAUAUCACAGUAGGUGUAC. Result: 0 (no interaction). (6) The miRNA is hsa-miR-34a-5p with sequence UGGCAGUGUCUUAGCUGGUUGU. The protein sequence of the target gene is MEFYESAYFIVLIPSIVITVIFLFFWLFMKETLYDEVLAKQKREQKLIPTKTDKKKAEKKKNKKKEIQNGNLHESDSESVPRDFKLSDALAVEDDQVAPVPLNVVETSSSVRERKKKEKKQKPVLEEQVIKESDASKIPGKKVEPVPVTKQPTPPSEAAASKKKPGQKKSKNGSDDQDKKVETLMVPSKRQEALPLHQETKQESGSGKKKASSKKQKTENVFVDEPLIHATTYIPLMDNADSSPVVDKREVIDLLKPDQVEGIQKSGTKKLKTETDKENAEVKFKDFLLSLKTMMFSEDE.... Result: 1 (interaction). (7) The miRNA is hsa-miR-5580-5p with sequence UGCUGGCUCAUUUCAUAUGUGU. The protein sequence of the target gene is MGPRGRQRRAGTVQSTNDSSSLSKRSLAAHGYVRDPFAALLVPGPVRRTPLIHRGYYVRARAVRHCVRAFLELTSALPSRTRAQILSLGSGSDSLYFRLKAAGLLARAAVWEVDFPDVSRLKAERIEETPELRAQTGPFKIGDSASSLCFESADYRILGADLRELQRLGEALDGAGLDATSPTLLLAEAVLTYLEPSSATALIAWAAQRFPDALFVIYEQMQPGDAFGQIMLQHFQRLHSPLHGLELFPVVKAQRQRFLQAGWTACSALDLNEFYRRLLSAEERQRVETLEPFDEYEEWH.... Result: 0 (no interaction).